From a dataset of Full USPTO retrosynthesis dataset with 1.9M reactions from patents (1976-2016). Predict the reactants needed to synthesize the given product. (1) Given the product [CH3:28][C:24]1[C:25]([C:26]#[N:27])=[C:21]2[N:20]=[C:9]([C:6]3[CH:7]=[CH:8][C:3]([C:2]([F:19])([F:18])[F:1])=[CH:4][CH:5]=3)[CH:10]=[C:11]([C:12]([F:15])([F:14])[F:13])[N:22]2[N:23]=1, predict the reactants needed to synthesize it. The reactants are: [F:1][C:2]([F:19])([F:18])[C:3]1[CH:8]=[CH:7][C:6]([C:9](=O)[CH2:10][C:11](=O)[C:12]([F:15])([F:14])[F:13])=[CH:5][CH:4]=1.[NH2:20][C:21]1[C:25]([C:26]#[N:27])=[C:24]([CH3:28])[NH:23][N:22]=1. (2) Given the product [O:2]=[C:3]([CH2:12][C:13]1[CH:18]=[CH:17][CH:16]=[C:15]([C:19]([F:22])([F:20])[F:21])[CH:14]=1)[CH2:4][CH2:5][CH:6]1[NH:10][C:9](=[O:11])[CH2:8][CH2:7]1, predict the reactants needed to synthesize it. The reactants are: [Mg].[O:2]=[C:3]([CH2:12][C:13]1[CH:18]=[CH:17][CH:16]=[C:15]([C:19]([F:22])([F:21])[F:20])[CH:14]=1)[CH2:4][CH2:5][CH:6]1[NH:10][C:9](=[O:11])[CH2:8][CH2:7]1.FC(F)(F)C1C=C(C=CC=1)CCl.C1C2N(C(=O)CC2)C(=O)C1. (3) Given the product [CH3:32][O:31][C:28]1[CH:29]=[C:30]2[C:25](=[CH:26][C:27]=1[O:33][CH3:34])[N:24]=[CH:23][N:22]=[C:21]2[NH:1][C:2]1[CH:19]=[CH:18][C:5]2[N:6]=[C:7]([NH:9][C:10](=[O:17])[C:11]3[CH:16]=[CH:15][CH:14]=[CH:13][CH:12]=3)[O:8][C:4]=2[CH:3]=1, predict the reactants needed to synthesize it. The reactants are: [NH2:1][C:2]1[CH:19]=[CH:18][C:5]2[N:6]=[C:7]([NH:9][C:10](=[O:17])[C:11]3[CH:16]=[CH:15][CH:14]=[CH:13][CH:12]=3)[O:8][C:4]=2[CH:3]=1.Cl[C:21]1[C:30]2[C:25](=[CH:26][C:27]([O:33][CH3:34])=[C:28]([O:31][CH3:32])[CH:29]=2)[N:24]=[CH:23][N:22]=1. (4) Given the product [CH3:1][O:2][C:3]1[CH:21]=[C:20]([O:22][CH2:24][C:25]2[N:26]=[C:27]([C:30]3([OH:36])[CH2:35][CH2:34][CH2:33][CH2:32][CH2:31]3)[S:28][CH:29]=2)[C:6]2[CH:7]=[C:8]([C:10]3[N:11]=[C:12]4[N:16]([CH:17]=3)[N:15]=[C:14]([O:18][CH3:19])[S:13]4)[O:9][C:5]=2[CH:4]=1, predict the reactants needed to synthesize it. The reactants are: [CH3:1][O:2][C:3]1[CH:4]=[C:5]2[O:9][C:8]([C:10]3[N:11]=[C:12]4[N:16]([CH:17]=3)[N:15]=[C:14]([O:18][CH3:19])[S:13]4)=[CH:7][C:6]2=[C:20]([OH:22])[CH:21]=1.O[CH2:24][C:25]1[N:26]=[C:27]([C:30]2([OH:36])[CH2:35][CH2:34][CH2:33][CH2:32][CH2:31]2)[S:28][CH:29]=1.C(P(CCCC)CCCC)CCC.N(C(N1CCCCC1)=O)=NC(N1CCCCC1)=O. (5) Given the product [Br:1][C:2]1[CH:7]=[CH:6][C:5]2[C:8]3[C:13]([C:14]4([CH2:15][CH2:16][N:17]([C:28](=[O:30])[CH3:29])[CH2:18][CH2:19]4)[C:4]=2[CH:3]=1)=[CH:12][C:11]([Br:20])=[CH:10][CH:9]=3, predict the reactants needed to synthesize it. The reactants are: [Br:1][C:2]1[CH:7]=[CH:6][C:5]2[C:8]3[C:13]([C:14]4([CH2:19][CH2:18][NH:17][CH2:16][CH2:15]4)[C:4]=2[CH:3]=1)=[CH:12][C:11]([Br:20])=[CH:10][CH:9]=3.CCN(CC)CC.[C:28](Cl)(=[O:30])[CH3:29]. (6) Given the product [Br:11][C:8]1[CH:9]=[CH:10][C:5]([C:3]2[N:13]=[C:14]([NH2:16])[S:15][CH:2]=2)=[CH:6][C:7]=1[Cl:12], predict the reactants needed to synthesize it. The reactants are: Br[CH2:2][C:3]([C:5]1[CH:10]=[CH:9][C:8]([Br:11])=[C:7]([Cl:12])[CH:6]=1)=O.[NH2:13][C:14]([NH2:16])=[S:15]. (7) Given the product [Cl:1][C:2]1[CH:3]=[CH:4][C:5]2[C:6]3[C:14]([NH:15][C@@H:16]4[CH2:21][CH2:20][C@@H:19]([OH:22])[CH2:18][C@H:17]4[CH3:23])=[N:13][CH:12]=[C:11]([C:24]#[N:25])[C:7]=3[NH:8][C:9]=2[CH:10]=1, predict the reactants needed to synthesize it. The reactants are: [Cl:1][C:2]1[CH:3]=[CH:4][C:5]2[C:6]3[C:14]([NH:15][C@@H:16]4[CH2:21][CH2:20][C:19](=[O:22])[CH2:18][C@H:17]4[CH3:23])=[N:13][CH:12]=[C:11]([C:24]#[N:25])[C:7]=3[NH:8][C:9]=2[CH:10]=1.[BH4-].[Na+].[Cl-].[NH4+].